From a dataset of M1 muscarinic receptor agonist screen with 61,833 compounds. Binary Classification. Given a drug SMILES string, predict its activity (active/inactive) in a high-throughput screening assay against a specified biological target. (1) The result is 0 (inactive). The compound is S(=O)(=O)(N1CC(CCC1)C(=O)N1CCc2c1cccc2)Cc1ccccc1. (2) The drug is Clc1cc2c(oc(cc2=O)c2occc2)cc1. The result is 0 (inactive). (3) The drug is O=C(NC1CCCCC1)NCCc1cc(OC)c(OC)cc1. The result is 0 (inactive). (4) The drug is Clc1cn(nc1)Cc1oc(cc1)C(=O)Nc1sc(c(c1C#N)C)C(OC)=O. The result is 0 (inactive).